From a dataset of Forward reaction prediction with 1.9M reactions from USPTO patents (1976-2016). Predict the product of the given reaction. (1) Given the reactants [CH3:1][N:2]([CH3:49])[CH2:3][C:4]([N:6]1[C:14]2[C:9](=[CH:10][C:11]([O:47][CH3:48])=[C:12]([NH:15][C:16]3[N:17]=[C:18]([NH:36][C:37]4[CH:45]=[CH:44][CH:43]=[C:42]([F:46])[C:38]=4[C:39]([NH2:41])=[O:40])[C:19]4[CH:24]=[C:23]([CH3:25])[N:22](S(C5C=CC(C)=CC=5)(=O)=O)[C:20]=4[N:21]=3)[CH:13]=2)[CH2:8][CH2:7]1)=[O:5].[CH3:49][N:2]([CH3:1])[CH2:3][C:4]([N:6]1[C:14]2[C:9](=[CH:10][C:11]([O:47][CH3:48])=[C:12]([NH:15][C:16]3[NH:21][C:20]4=[N:22][C:23]([CH3:25])=[CH:24][C:19]4=[C:18]([NH:36][C:37]4[CH:45]=[CH:44][CH:43]=[C:42]([F:46])[C:38]=4[C:39]([NH2:41])=[O:40])[N:17]=3)[CH:13]=2)[CH2:8][CH2:7]1)=[O:5].[OH-].[Na+], predict the reaction product. The product is: [CH3:49][N:2]([CH3:1])[CH2:3][C:4]([N:6]1[C:14]2[C:9](=[CH:10][C:11]([O:47][CH3:48])=[C:12]([NH:15][C:16]3[NH:21][C:20]4=[N:22][C:23]([CH3:25])=[CH:24][C:19]4=[C:18]([NH:36][C:37]4[CH:45]=[CH:44][CH:43]=[C:42]([F:46])[C:38]=4[C:39]([NH2:41])=[O:40])[N:17]=3)[CH:13]=2)[CH2:8][CH2:7]1)=[O:5]. (2) Given the reactants [CH2:1]([O:3][C:4](=[O:29])[CH2:5][CH2:6][CH2:7][NH:8][C:9]([NH:11][C:12]1[S:13][C:14]([C:18]2[CH:23]=[CH:22][C:21]([S:24]([CH3:27])(=[O:26])=[O:25])=[C:20](F)[CH:19]=2)=[C:15]([CH3:17])[N:16]=1)=[O:10])[CH3:2].CS(C1C=CC(C2SC(N)=NC=2C)=CC=1[C:47]([F:50])([F:49])[F:48])(=O)=O, predict the reaction product. The product is: [CH2:1]([O:3][C:4](=[O:29])[CH2:5][CH2:6][CH2:7][NH:8][C:9]([NH:11][C:12]1[S:13][C:14]([C:18]2[CH:23]=[CH:22][C:21]([S:24]([CH3:27])(=[O:26])=[O:25])=[C:20]([C:47]([F:50])([F:49])[F:48])[CH:19]=2)=[C:15]([CH3:17])[N:16]=1)=[O:10])[CH3:2]. (3) Given the reactants [Br:1]N1C(=O)CCC1=O.[CH3:9][NH:10][C:11]1[CH:16]=[CH:15][C:14]([C:17]([F:23])([F:22])[C:18]([F:21])([F:20])[F:19])=[CH:13][N:12]=1.S([O-])([O-])(=O)=S.[Na+].[Na+].C(=O)(O)[O-].[Na+], predict the reaction product. The product is: [Br:1][C:16]1[C:11]([NH:10][CH3:9])=[N:12][CH:13]=[C:14]([C:17]([F:23])([F:22])[C:18]([F:19])([F:20])[F:21])[CH:15]=1. (4) Given the reactants [F:1][C:2]([F:39])([F:38])[C:3]([C:9]1[CH:14]=[CH:13][C:12]([C:15]2[CH:20]=[CH:19][C:18]([NH:21][CH:22]3[CH2:27][CH2:26][N:25](C(OCC4C=CC=CC=4)=O)[CH2:24][CH2:23]3)=[CH:17][CH:16]=2)=[CH:11][CH:10]=1)([OH:8])[C:4]([F:7])([F:6])[F:5], predict the reaction product. The product is: [F:7][C:4]([F:5])([F:6])[C:3]([C:9]1[CH:14]=[CH:13][C:12]([C:15]2[CH:20]=[CH:19][C:18]([NH:21][CH:22]3[CH2:27][CH2:26][NH:25][CH2:24][CH2:23]3)=[CH:17][CH:16]=2)=[CH:11][CH:10]=1)([OH:8])[C:2]([F:39])([F:38])[F:1]. (5) Given the reactants Cl.[NH2:2][CH2:3][C:4]1[CH:5]=[C:6]2[C:10](=[CH:11][CH:12]=1)[C:9](=[O:13])[N:8]([CH:14]1[CH2:19][CH2:18][C:17](=[O:20])[NH:16][C:15]1=[O:21])[CH2:7]2.[Cl:22][C:23]1[CH:28]=[CH:27][C:26]([C:29]([F:34])([F:33])[C:30](O)=[O:31])=[C:25]([O:35][C:36]([F:39])([F:38])[F:37])[CH:24]=1.C(N(CC)C(C)C)(C)C.F[P-](F)(F)(F)(F)F.CN(C(N(C)C)=[N+]1C2C(=NC=CC=2)[N+]([O-])=N1)C, predict the reaction product. The product is: [Cl:22][C:23]1[CH:28]=[CH:27][C:26]([C:29]([F:34])([F:33])[C:30]([NH:2][CH2:3][C:4]2[CH:5]=[C:6]3[C:10](=[CH:11][CH:12]=2)[C:9](=[O:13])[N:8]([CH:14]2[CH2:19][CH2:18][C:17](=[O:20])[NH:16][C:15]2=[O:21])[CH2:7]3)=[O:31])=[C:25]([O:35][C:36]([F:37])([F:38])[F:39])[CH:24]=1. (6) Given the reactants [Cl:1][C:2]1[CH:7]=[CH:6][CH:5]=[CH:4][C:3]=1[CH2:8][CH2:9][NH:10][CH2:11][CH2:12][CH2:13][S:14][CH2:15][CH2:16][OH:17].CCN(C(C)C)C(C)C.[C:27](O[C:27]([O:29][C:30]([CH3:33])([CH3:32])[CH3:31])=[O:28])([O:29][C:30]([CH3:33])([CH3:32])[CH3:31])=[O:28], predict the reaction product. The product is: [Cl:1][C:2]1[CH:7]=[CH:6][CH:5]=[CH:4][C:3]=1[CH2:8][CH2:9][N:10]([CH2:11][CH2:12][CH2:13][S:14][CH2:15][CH2:16][OH:17])[C:27](=[O:28])[O:29][C:30]([CH3:33])([CH3:32])[CH3:31]. (7) Given the reactants [CH2:1]([O:3][C:4]([N:6]1[CH2:11][CH2:10][N:9]([C:12]([CH:14]([NH:21]C(OC(C)(C)C)=O)[CH2:15][C:16]2[N:17]=[CH:18][NH:19][CH:20]=2)=[O:13])[CH2:8][CH2:7]1)=[O:5])[CH3:2].FC(F)(F)C(O)=O.C(Cl)Cl, predict the reaction product. The product is: [CH2:1]([O:3][C:4]([N:6]1[CH2:11][CH2:10][N:9]([C:12]([CH:14]([NH2:21])[CH2:15][C:16]2[N:17]=[CH:18][NH:19][CH:20]=2)=[O:13])[CH2:8][CH2:7]1)=[O:5])[CH3:2].